The task is: Predict the product of the given reaction.. This data is from Forward reaction prediction with 1.9M reactions from USPTO patents (1976-2016). (1) Given the reactants C(=O)C1C=CC=CC=1.[CH3:9][NH:10][C@H:11]1[CH2:16][CH2:15][C@H:14]([NH2:17])[CH2:13][CH2:12]1.[C:26](O[C:26]([O:28][C:29]([CH3:32])([CH3:31])[CH3:30])=[O:27])([O:28][C:29]([CH3:32])([CH3:31])[CH3:30])=[O:27].S([O-])(O)(=O)=O.[K+], predict the reaction product. The product is: [NH2:17][C@H:14]1[CH2:15][CH2:16][C@H:11]([N:10]([CH3:9])[C:26](=[O:27])[O:28][C:29]([CH3:30])([CH3:31])[CH3:32])[CH2:12][CH2:13]1. (2) Given the reactants [OH:1][C@@H:2]1[CH2:7][CH2:6][C@H:5]([C:8]([OH:10])=[O:9])[CH2:4][CH2:3]1.[C:11](OC(O[C:11]([CH3:14])([CH3:13])[CH3:12])N(C)C)([CH3:14])([CH3:13])[CH3:12], predict the reaction product. The product is: [C:11]([O:9][C:8]([C@H:5]1[CH2:6][CH2:7][C@@H:2]([OH:1])[CH2:3][CH2:4]1)=[O:10])([CH3:14])([CH3:13])[CH3:12]. (3) Given the reactants [N:1]1[C:10]2[C:9]3[CH:11]=[CH:12][CH:13]=[CH:14][C:8]=3[CH2:7][CH2:6][C:5]=2[C:4]([NH2:15])=[N:3][CH:2]=1.[C:16]([OH:19])(=O)[CH3:17].O.O1[CH2:25][CH2:24][CH2:23][CH2:22]1.C(O[CH2:30][CH3:31])(=O)C, predict the reaction product. The product is: [N:1]1[C:10]2[C:9]3[CH:11]=[CH:12][CH:13]=[CH:14][C:8]=3[CH2:7][CH2:6][C:5]=2[C:4]([NH:15][C:23]2[CH:24]=[C:25]([N:1]3[CH:10]=[C:17]([CH2:16][OH:19])[N:3]=[CH:2]3)[CH:30]=[CH:31][CH:22]=2)=[N:3][CH:2]=1. (4) Given the reactants [CH3:1][O:2][C:3]1[CH:8]=[C:7]([O:9][CH3:10])[CH:6]=[CH:5][C:4]=1[N:11]1[CH2:16][CH2:15][N:14]([CH2:17][CH2:18][CH2:19][CH2:20][N:21]2C(=O)C3C(=CC=CC=3)C2=O)[CH2:13][CH2:12]1.O.NN, predict the reaction product. The product is: [CH3:1][O:2][C:3]1[CH:8]=[C:7]([O:9][CH3:10])[CH:6]=[CH:5][C:4]=1[N:11]1[CH2:12][CH2:13][N:14]([CH2:17][CH2:18][CH2:19][CH2:20][NH2:21])[CH2:15][CH2:16]1. (5) Given the reactants O1[C:5]2([CH2:10][CH2:9][CH:8]([N:11]([CH2:36][CH2:37][N:38]3[CH2:42][CH2:41][CH2:40][CH2:39]3)[S:12]([C:15]3[CH:20]=[CH:19][C:18]([NH:21][C:22]4[N:27]=[C:26]([NH:28][C:29]5[CH:34]=[CH:33][C:32]([F:35])=[CH:31][CH:30]=5)[CH:25]=[CH:24][N:23]=4)=[CH:17][CH:16]=3)(=[O:14])=[O:13])[CH2:7][CH2:6]2)[O:4]CC1.Cl.[OH-].[Na+], predict the reaction product. The product is: [F:35][C:32]1[CH:33]=[CH:34][C:29]([NH:28][C:26]2[CH:25]=[CH:24][N:23]=[C:22]([NH:21][C:18]3[CH:17]=[CH:16][C:15]([S:12]([N:11]([CH:8]4[CH2:9][CH2:10][C:5](=[O:4])[CH2:6][CH2:7]4)[CH2:36][CH2:37][N:38]4[CH2:42][CH2:41][CH2:40][CH2:39]4)(=[O:13])=[O:14])=[CH:20][CH:19]=3)[N:27]=2)=[CH:30][CH:31]=1. (6) Given the reactants C1([C@H]([N:9]2[CH2:14][CH2:13][O:12][C@@H:11]([C:15]3[CH:20]=[CH:19][C:18]([NH:21][C@@H:22]4[CH2:26][CH2:25][O:24][CH2:23]4)=[CH:17][CH:16]=3)[CH2:10]2)C)C=CC=CC=1.C([O-])=O.[NH4+].O1CCCC1.CO, predict the reaction product. The product is: [O:24]1[CH2:25][CH2:26][C@@H:22]([NH:21][C:18]2[CH:17]=[CH:16][C:15]([C@@H:11]3[O:12][CH2:13][CH2:14][NH:9][CH2:10]3)=[CH:20][CH:19]=2)[CH2:23]1. (7) Given the reactants [F:1][C:2]1([F:25])[CH2:5][CH:4]([N:6]2[C:10]3[N:11]=[C:12](S(C)=O)[N:13]=[C:14]([C:15]4[CH:16]=[N:17][C:18]([NH2:21])=[N:19][CH:20]=4)[C:9]=3[CH2:8][CH2:7]2)[CH2:3]1.[NH:26]1[CH2:31][CH2:30][O:29][CH2:28][C@H:27]1[CH2:32][OH:33].[F-].[Cs+], predict the reaction product. The product is: [NH2:21][C:18]1[N:17]=[CH:16][C:15]([C:14]2[C:9]3[CH2:8][CH2:7][N:6]([CH:4]4[CH2:5][C:2]([F:25])([F:1])[CH2:3]4)[C:10]=3[N:11]=[C:12]([N:26]3[CH2:31][CH2:30][O:29][CH2:28][C@H:27]3[CH2:32][OH:33])[N:13]=2)=[CH:20][N:19]=1. (8) Given the reactants [OH:1][C@@H:2]1[CH2:7][CH2:6][CH2:5][CH2:4][C@:3]1([CH3:21])[C:8]([O:10]CCN(C)C1C=CC=CN=1)=[O:9].O.Cl, predict the reaction product. The product is: [OH:1][C@@H:2]1[CH2:7][CH2:6][CH2:5][CH2:4][C@:3]1([CH3:21])[C:8]([OH:10])=[O:9]. (9) Given the reactants FC(F)(F)C1C=C(NC(=O)NC2C=CC(C3SC(CCC(OC)=O)=NC=3)=CC=2)C=CC=1.[NH2:32][C:33]1[CH:38]=[CH:37][C:36]([C:39]2[S:43][C:42]([CH:44]3[CH2:49][CH2:48][N:47]([CH2:50][C:51]([O:53][CH2:54][CH3:55])=[O:52])[CH2:46][CH2:45]3)=[N:41][CH:40]=2)=[CH:35][CH:34]=1.[Cl:56][C:57]1[CH:62]=[CH:61][CH:60]=[CH:59][C:58]=1[N:63]=[C:64]=[O:65], predict the reaction product. The product is: [Cl:56][C:57]1[CH:62]=[CH:61][CH:60]=[CH:59][C:58]=1[NH:63][C:64](=[O:65])[NH:32][C:33]1[CH:38]=[CH:37][C:36]([C:39]2[S:43][C:42]([CH:44]3[CH2:49][CH2:48][N:47]([CH2:50][C:51]([O:53][CH2:54][CH3:55])=[O:52])[CH2:46][CH2:45]3)=[N:41][CH:40]=2)=[CH:35][CH:34]=1. (10) The product is: [C:46]1([CH:30]([C:24]2[CH:25]=[CH:26][CH:27]=[CH:28][CH:29]=2)[N:31]2[C:39]3[C:34](=[C:35]([O:42][CH3:43])[CH:36]=[C:37]([O:40][CH3:41])[CH:38]=3)[C:33]([OH:44])([C:13]3[C:12]([OH:15])=[CH:11][C:10]4[O:23][CH2:2][CH2:1][O:8][C:9]=4[CH:14]=3)[C:32]2=[O:45])[CH:51]=[CH:50][CH:49]=[CH:48][CH:47]=1. Given the reactants [CH2:1]([O:8][C:9]1[CH:14]=[CH:13][C:12]([OH:15])=[CH:11][CH:10]=1)[C:2]1C=CC=CC=1.BrC1C=C([OH:23])C=CC=1.[C:24]1([CH:30]([C:46]2[CH:51]=[CH:50][CH:49]=[CH:48][CH:47]=2)[N:31]2[C:39]3[C:34](=[C:35]([O:42][CH3:43])[CH:36]=[C:37]([O:40][CH3:41])[CH:38]=3)[C:33](=[O:44])[C:32]2=[O:45])[CH:29]=[CH:28][CH:27]=[CH:26][CH:25]=1.FC(F)(F)C1OC(CN2C3C(=CC=CC=3)C(=O)C2=O)=CC=1, predict the reaction product.